From a dataset of Reaction yield outcomes from USPTO patents with 853,638 reactions. Predict the reaction yield, written as a fraction of the theoretical maximum amount of product (1.0 means a 100% yield; for example, 0.34 means a 34% yield). (1) The reactants are Cl.[CH3:2][S:3]([C:6]1[CH:11]=[CH:10][C:9]([N:12]2[C:16]3=[N:17][CH:18]=[N:19][C:20]([O:21][CH:22]4[CH2:27][CH2:26][NH:25][CH2:24][CH2:23]4)=[C:15]3[CH:14]=[N:13]2)=[CH:8][CH:7]=1)(=[O:5])=[O:4].[CH2:28]([O:30][C:31](Cl)=[O:32])[CH3:29].C(N(CC)CC)C. The catalyst is CN(C=O)C. The product is [CH2:28]([O:30][C:31]([N:25]1[CH2:26][CH2:27][CH:22]([O:21][C:20]2[N:19]=[CH:18][N:17]=[C:16]3[N:12]([C:9]4[CH:10]=[CH:11][C:6]([S:3]([CH3:2])(=[O:4])=[O:5])=[CH:7][CH:8]=4)[N:13]=[CH:14][C:15]=23)[CH2:23][CH2:24]1)=[O:32])[CH3:29]. The yield is 0.150. (2) The reactants are [CH3:1][N:2]([CH3:18])[CH2:3][CH2:4][NH:5][S:6]([C:9]1[CH:17]=[CH:16][C:12]([C:13]([OH:15])=[O:14])=[CH:11][CH:10]=1)(=[O:8])=[O:7].Cl.O1CCOC[CH2:21]1. The catalyst is CO. The product is [CH3:1][N:2]([CH3:18])[CH2:3][CH2:4][NH:5][S:6]([C:9]1[CH:17]=[CH:16][C:12]([C:13]([O:15][CH3:21])=[O:14])=[CH:11][CH:10]=1)(=[O:7])=[O:8]. The yield is 0.850. (3) The reactants are [CH2:1]([C:3]1[CH:10]=[CH:9][C:6]([CH:7]=O)=[CH:5][CH:4]=1)[CH3:2].[NH2:11][C:12]1[S:13][C:14]([S:17]([C:20]2[CH:25]=[CH:24][C:23]([N+:26]([O-:28])=[O:27])=[CH:22][CH:21]=2)(=[O:19])=[O:18])=[CH:15][N:16]=1.C[O:30][C:31](=O)[C:32](=[O:41])[CH2:33][C:34]([C:36]1[O:37][CH:38]=[CH:39][CH:40]=1)=[O:35]. No catalyst specified. The product is [CH2:1]([C:3]1[CH:10]=[CH:9][C:6]([CH:7]2[N:11]([C:12]3[S:13][C:14]([S:17]([C:20]4[CH:21]=[CH:22][C:23]([N+:26]([O-:28])=[O:27])=[CH:24][CH:25]=4)(=[O:18])=[O:19])=[CH:15][N:16]=3)[C:31](=[O:30])[C:32]([OH:41])=[C:33]2[C:34]([C:36]2[O:37][CH:38]=[CH:39][CH:40]=2)=[O:35])=[CH:5][CH:4]=1)[CH3:2]. The yield is 0.650.